Task: Regression/Classification. Given a drug SMILES string, predict its absorption, distribution, metabolism, or excretion properties. Task type varies by dataset: regression for continuous measurements (e.g., permeability, clearance, half-life) or binary classification for categorical outcomes (e.g., BBB penetration, CYP inhibition). Dataset: cyp2d6_veith.. Dataset: CYP2D6 inhibition data for predicting drug metabolism from PubChem BioAssay The drug is O=C(CCCn1c(=S)[nH]c2ccc(Br)cc2c1=O)NCC1CCCO1. The result is 0 (non-inhibitor).